This data is from Catalyst prediction with 721,799 reactions and 888 catalyst types from USPTO. The task is: Predict which catalyst facilitates the given reaction. (1) The catalyst class is: 1. Reactant: [NH2:1][CH:2]([CH2:5][O:6][C:7]1[CH:12]=[C:11]([Cl:13])[C:10]([C:14]2[S:15][C:16]([C:19]3[N:20]=[C:21]4[C:26]([Cl:27])=[CH:25][C:24]([C:28]([F:31])([F:30])[F:29])=[CH:23]N4[CH:32]=3)=[N:17][N:18]=2)=[CH:9][C:8]=1[F:33])[CH2:3][OH:4].[CH3:34]CN(CC)CC.[CH3:41][C:42]([O:45][C:46](O[C:46]([O:45][C:42]([CH3:44])([CH3:43])[CH3:41])=[O:47])=[O:47])([CH3:44])[CH3:43]. Product: [Cl:13][C:11]1[C:10]([C:14]2[S:15][C:16]([C:19]3[N:20]=[C:21]4[CH:34]([CH:32]=3)[CH:23]=[C:24]([C:28]([F:30])([F:31])[F:29])[CH:25]=[C:26]4[Cl:27])=[N:17][N:18]=2)=[CH:9][C:8]([F:33])=[C:7]([CH:12]=1)[O:6][CH2:5][CH:2]([NH:1][C:46](=[O:47])[O:45][C:42]([CH3:44])([CH3:43])[CH3:41])[CH2:3][OH:4]. (2) Reactant: [OH:1][CH2:2][CH2:3][C:4]1[CH:11]=[CH:10][C:7]([C:8]#[N:9])=[CH:6][CH:5]=1.[CH3:12][C:13](OI1(OC(C)=O)(OC(C)=O)OC(=O)C2C=CC=CC1=2)=[O:14].C(=O)([O-])O.[Na+].S([O-])([O-])(=O)=S.[Na+].[Na+].C(O)CO.C1(C)C=CC(S(O)(=O)=O)=CC=1. Product: [O:1]1[CH2:12][CH2:13][O:14][CH:2]1[CH2:3][C:4]1[CH:11]=[CH:10][C:7]([C:8]#[N:9])=[CH:6][CH:5]=1. The catalyst class is: 2. (3) Reactant: C(OC(N[C@@H:12]([CH2:24][C:25]1[CH:30]=[CH:29][C:28]([OH:31])=[CH:27][CH:26]=1)[C:13]([NH:15][C@@H:16]([CH2:20][CH:21]([CH3:23])[CH3:22])[C:17]([OH:19])=O)=[O:14])=O)C1C=CC=CC=1.[CH3:32][O:33][C:34](=[O:42])[C@@H:35]([NH2:41])[CH2:36][CH2:37][CH2:38][CH2:39][OH:40].[CH3:43]N(C(ON1N=NC2C=CC=NC1=2)=[N+](C)C)C.F[P-](F)(F)(F)(F)F.CCN(C(C)C)C(C)C. Product: [CH3:32][O:33][C:34](=[O:42])[C@@H:35]([NH:41][C:17](=[O:19])[C@@H:16]([NH:15][C:13](=[O:14])[C@@H:12]([CH3:43])[CH2:24][C:25]1[CH:26]=[CH:27][C:28]([OH:31])=[CH:29][CH:30]=1)[CH2:20][CH:21]([CH3:22])[CH3:23])[CH2:36][CH2:37][CH2:38][CH2:39][OH:40]. The catalyst class is: 31.